Dataset: Forward reaction prediction with 1.9M reactions from USPTO patents (1976-2016). Task: Predict the product of the given reaction. (1) The product is: [Br:26][C:27]1[CH:32]=[CH:31][CH:30]=[CH:29][C:28]=1[S:33][CH2:44][CH:43]([O:46][CH2:47][CH3:48])[O:42][CH2:40][CH3:41]. Given the reactants ClC1C=C(NC2C3C=CC=C(C4C=CN=C(C)C=4)C=3SC=2N)C=CC=1.[Br:26][C:27]1[CH:32]=[CH:31][CH:30]=[CH:29][C:28]=1[SH:33].C(=O)([O-])[O-].[K+].[K+].[CH2:40]([O:42][CH:43]([O:46][CH2:47][CH3:48])[CH2:44]Br)[CH3:41], predict the reaction product. (2) Given the reactants [CH3:1][C:2]([CH3:21])([Si:4]([CH3:20])([CH3:19])[O:5][CH2:6][CH:7]([OH:18])[CH2:8][CH2:9][O:10][Si:11]([CH3:17])([CH3:16])[C:12]([CH3:15])([CH3:14])[CH3:13])[CH3:3].C(N(CC)CC)C.[CH3:29][S:30](Cl)(=[O:32])=[O:31], predict the reaction product. The product is: [CH3:29][S:30]([O:18][CH:7]([CH2:8][CH2:9][O:10][Si:11]([CH3:17])([CH3:16])[C:12]([CH3:13])([CH3:14])[CH3:15])[CH2:6][O:5][Si:4]([CH3:20])([CH3:19])[C:2]([CH3:21])([CH3:1])[CH3:3])(=[O:32])=[O:31].